Dataset: Catalyst prediction with 721,799 reactions and 888 catalyst types from USPTO. Task: Predict which catalyst facilitates the given reaction. (1) Reactant: [NH2:1][C:2]1[CH:9]=[CH:8][CH:7]=[CH:6][C:3]=1[C:4]#[N:5].[S-:10][C:11]#[N:12].[Na+].BrBr.C(=O)(O)[O-].[Na+]. Product: [NH2:1][C:2]1[CH:9]=[CH:8][C:7]([S:10][C:11]#[N:12])=[CH:6][C:3]=1[C:4]#[N:5]. The catalyst class is: 5. (2) Reactant: [CH:1]1([CH2:6][CH:7]([C:11]2[CH:16]=[CH:15][C:14]([NH:17][C:18](=[O:25])[CH2:19][C:20]3[S:21][CH:22]=[CH:23][CH:24]=3)=[CH:13][CH:12]=2)[C:8](O)=[O:9])[CH2:5][CH2:4][CH2:3][CH2:2]1.F[P-](F)(F)(F)(F)F.N1(O[P+](N(C)C)(N(C)C)N(C)C)C2C=CC=CC=2N=N1.[NH2:53][C:54]1[S:55][CH:56]=[CH:57][N:58]=1.C(N(CC)CC)C. Product: [CH:1]1([CH2:6][CH:7]([C:11]2[CH:16]=[CH:15][C:14]([NH:17][C:18](=[O:25])[CH2:19][C:20]3[S:21][CH:22]=[CH:23][CH:24]=3)=[CH:13][CH:12]=2)[C:8]([NH:53][C:54]2[S:55][CH:56]=[CH:57][N:58]=2)=[O:9])[CH2:5][CH2:4][CH2:3][CH2:2]1. The catalyst class is: 34. (3) Reactant: [Br:1][C:2]1[CH:11]=[CH:10][CH:9]=[C:8]2[C:3]=1[CH2:4][CH2:5][NH:6][C:7]2=[O:12].[H-].[Na+].Br[CH:16]([C:18]1[CH:23]=[CH:22][C:21]([F:24])=[CH:20][CH:19]=1)[CH3:17].O. Product: [Br:1][C:2]1[CH:11]=[CH:10][CH:9]=[C:8]2[C:3]=1[CH2:4][CH2:5][N:6]([CH:16]([C:18]1[CH:23]=[CH:22][C:21]([F:24])=[CH:20][CH:19]=1)[CH3:17])[C:7]2=[O:12]. The catalyst class is: 42.